From a dataset of Retrosynthesis with 50K atom-mapped reactions and 10 reaction types from USPTO. Predict the reactants needed to synthesize the given product. (1) Given the product Cc1c(C(=O)C(N)=O)c2c(OCC(=O)O)cc3c(c2n1Cc1ccccc1)CCC3, predict the reactants needed to synthesize it. The reactants are: COC(=O)COc1cc2c(c3c1c(C(=O)C(N)=O)c(C)n3Cc1ccccc1)CCC2. (2) Given the product CCCCOc1nc(C(F)(F)F)ccc1CNC(=O)Nc1ccc(CNS(N)(=O)=O)cc1, predict the reactants needed to synthesize it. The reactants are: CCCCOc1nc(C(F)(F)F)ccc1CNC(=O)Nc1ccc(CNS(=O)(=O)NC(=O)OC(C)(C)C)cc1. (3) Given the product Cc1nc2ccc(I)cc2c(N2CCC[C@H](O)C2)c1S(C)(=O)=O, predict the reactants needed to synthesize it. The reactants are: Cc1nc2ccc(I)cc2c(Cl)c1S(C)(=O)=O.O[C@H]1CCCNC1. (4) Given the product COCCOCCOCCOc1cc(Nc2cc(Oc3ccc(NC(=O)Nc4cc(C(C)(C)C)cc(C(=O)NC5COC5)c4OC)c4ccccc34)ccn2)cc(OC)c1, predict the reactants needed to synthesize it. The reactants are: COCCOCCOCCOc1cc(Nc2cc(Oc3ccc(NC(=O)Nc4cc(C(C)(C)C)cc(C(=O)O)c4OC)c4ccccc34)ccn2)cc(OC)c1.NC1COC1. (5) Given the product CCc1c(OC)nc2nc(CO)cn2c1C, predict the reactants needed to synthesize it. The reactants are: CCOC(=O)c1cn2c(C)c(CC)c(OC)nc2n1.